Dataset: HIV replication inhibition screening data with 41,000+ compounds from the AIDS Antiviral Screen. Task: Binary Classification. Given a drug SMILES string, predict its activity (active/inactive) in a high-throughput screening assay against a specified biological target. (1) The drug is CCCCC(C=NNc1ccc([N+](=O)[O-])cn1)CC. The result is 0 (inactive). (2) The drug is FC(F)(F)C(F)(F)c1nnc(C(F)(F)C(F)(F)F)o1. The result is 0 (inactive).